This data is from Reaction yield outcomes from USPTO patents with 853,638 reactions. The task is: Predict the reaction yield, written as a fraction of the theoretical maximum amount of product (1.0 means a 100% yield; for example, 0.34 means a 34% yield). The reactants are [C:1]([C:5]1[C:6]([OH:15])=[C:7]([C:11]([CH3:14])=[CH:12][CH:13]=1)[C:8]([OH:10])=[O:9])([CH3:4])([CH3:3])[CH3:2].N1C=CC=CC=1.[CH3:22][O:23][C:24]1[CH:29]=[CH:28][C:27]([S:30]Cl)=[CH:26][CH:25]=1. The catalyst is ClCCl. The product is [C:1]([C:5]1[C:6]([OH:15])=[C:7]([C:11]([CH3:14])=[C:12]([S:30][C:27]2[CH:28]=[CH:29][C:24]([O:23][CH3:22])=[CH:25][CH:26]=2)[CH:13]=1)[C:8]([OH:10])=[O:9])([CH3:4])([CH3:3])[CH3:2]. The yield is 0.280.